This data is from Forward reaction prediction with 1.9M reactions from USPTO patents (1976-2016). The task is: Predict the product of the given reaction. (1) The product is: [CH:41]1[C:53]2[CH:52]([CH2:54][O:55][C:56]([N:58]3[CH2:63][CH2:62][CH2:61][CH:60]([NH:64][C:65]4[C:70]([NH:71][C:5](=[O:7])[CH2:4][CH:1]5[CH2:2][CH2:3]5)=[CH:69][N:68]=[C:67]5[N:72]([S:75]([C:78]6[CH:79]=[CH:80][CH:81]=[CH:82][CH:83]=6)(=[O:77])=[O:76])[CH:73]=[CH:74][C:66]=45)[CH2:59]3)=[O:57])[C:51]3[C:46](=[CH:47][CH:48]=[CH:49][CH:50]=3)[C:45]=2[CH:44]=[CH:43][CH:42]=1. Given the reactants [CH:1]1([CH2:4][C:5]([OH:7])=O)[CH2:3][CH2:2]1.CN(C(ON1N=NC2C=CC=NC1=2)=[N+](C)C)C.F[P-](F)(F)(F)(F)F.C(N(C(C)C)CC)(C)C.[CH:41]1[C:53]2[CH:52]([CH2:54][O:55][C:56]([N:58]3[CH2:63][CH2:62][CH2:61][CH:60]([NH:64][C:65]4[C:70]([NH2:71])=[CH:69][N:68]=[C:67]5[N:72]([S:75]([C:78]6[CH:83]=[CH:82][CH:81]=[CH:80][CH:79]=6)(=[O:77])=[O:76])[CH:73]=[CH:74][C:66]=45)[CH2:59]3)=[O:57])[C:51]3[C:46](=[CH:47][CH:48]=[CH:49][CH:50]=3)[C:45]=2[CH:44]=[CH:43][CH:42]=1, predict the reaction product. (2) Given the reactants [Br:1][C:2]1[C:3]([C:15]2[CH:20]=[CH:19][N:18]=[CH:17][CH:16]=2)=[C:4]([C:8]2[CH:13]=[CH:12][C:11]([F:14])=[CH:10][CH:9]=2)[S:5][C:6]=1Br.C([Li])CCC.CCCCCC.O, predict the reaction product. The product is: [Br:1][C:2]1[C:3]([C:15]2[CH:20]=[CH:19][N:18]=[CH:17][CH:16]=2)=[C:4]([C:8]2[CH:13]=[CH:12][C:11]([F:14])=[CH:10][CH:9]=2)[S:5][CH:6]=1. (3) Given the reactants [C:1]([Mg]Cl)#[CH:2].[CH2:5]([O:7][CH2:8][C:9]([CH2:11][O:12][CH2:13][CH3:14])=[O:10])[CH3:6].[C:15](OC(=O)C)(=[O:17])[CH3:16].[Cl-].[NH4+], predict the reaction product. The product is: [CH2:5]([O:7][CH2:8][C:9]([O:10][C:15](=[O:17])[CH3:16])([CH2:11][O:12][CH2:13][CH3:14])[C:1]#[CH:2])[CH3:6]. (4) Given the reactants C([O-])([O-])=O.[K+].[K+].[NH:7]1[CH2:12][CH2:11][O:10][CH2:9][CH2:8]1.Br[CH2:14][CH2:15][CH2:16][C:17]#[N:18], predict the reaction product. The product is: [O:10]1[CH2:11][CH2:12][N:7]([CH2:14][CH2:15][CH2:16][C:17]#[N:18])[CH2:8][CH2:9]1. (5) Given the reactants [F:1][C:2]1[C:7](I)=[CH:6][CH:5]=[CH:4][N:3]=1.C(=O)([O-])[O-].[K+].[K+].CN(C=O)C.[O:20]1[CH2:24][CH:23]=[CH:22][CH2:21]1, predict the reaction product. The product is: [O:20]1[CH:21]=[CH:22][CH:23]([C:7]2[C:2]([F:1])=[N:3][CH:4]=[CH:5][CH:6]=2)[CH2:24]1. (6) Given the reactants CC(C)([O-])C.[K+].C(O)(C)(C)C.[Br:12][C:13]1[CH:18]=[CH:17][C:16]([NH:19][C:20](=[O:22])[CH3:21])=[C:15]([C:23]([C:25]2[S:26][CH:27]=[CH:28][CH:29]=2)=O)[CH:14]=1.Cl, predict the reaction product. The product is: [Br:12][C:13]1[CH:14]=[C:15]2[C:16](=[CH:17][CH:18]=1)[NH:19][C:20](=[O:22])[CH:21]=[C:23]2[C:25]1[S:26][CH:27]=[CH:28][CH:29]=1.